This data is from Full USPTO retrosynthesis dataset with 1.9M reactions from patents (1976-2016). The task is: Predict the reactants needed to synthesize the given product. (1) Given the product [NH2:8][C:7]1[C:2]([F:1])=[CH:3][CH:4]=[CH:5][C:6]=1[C:11]([NH:16][CH2:14][CH3:15])=[O:12], predict the reactants needed to synthesize it. The reactants are: [F:1][C:2]1[C:7]2[NH:8]C(=O)O[C:11](=[O:12])[C:6]=2[CH:5]=[CH:4][CH:3]=1.[CH2:14]([NH2:16])[CH3:15]. (2) Given the product [S:17]1[C:12]2[CH:13]=[CH:14][CH:15]=[CH:16][C:11]=2[N:3]=[C:2]1[CH2:1][C:4]#[N:5], predict the reactants needed to synthesize it. The reactants are: [CH2:1]([C:4]#[N:5])[C:2]#[N:3].C(O)C.Cl.N[C:11]1[CH:16]=[CH:15][CH:14]=[CH:13][C:12]=1[SH:17]. (3) Given the product [ClH:1].[ClH:1].[N:8]1([C:7]2[C:2]([O:24][CH2:23][CH2:22][CH2:21][O:14][C:15]3[CH:20]=[CH:19][CH:18]=[CH:17][CH:16]=3)=[N:3][CH:4]=[CH:5][N:6]=2)[CH2:13][CH2:12][NH:11][CH2:10][CH2:9]1, predict the reactants needed to synthesize it. The reactants are: [Cl:1][C:2]1[C:7]([N:8]2[CH2:13][CH2:12][NH:11][CH2:10][CH2:9]2)=[N:6][CH:5]=[CH:4][N:3]=1.[O:14]([CH2:21][CH2:22][CH2:23][OH:24])[C:15]1[CH:20]=[CH:19][CH:18]=[CH:17][CH:16]=1.O(C(C)(C)C)[K]. (4) Given the product [OH:37][C:24]1[C:23](=[O:22])[N:12]([C:13]2[CH:18]=[CH:17][C:16]([CH3:19])=[CH:15][N:14]=2)[CH:26]([C:28]2[CH:29]=[CH:30][C:31]([CH:34]([CH3:35])[CH3:36])=[CH:32][CH:33]=2)[C:25]=1[C:8](=[O:9])[C:7]1[CH:6]=[CH:5][C:4]([CH:1]([CH3:3])[CH3:2])=[CH:11][CH:10]=1, predict the reactants needed to synthesize it. The reactants are: [CH:1]([C:4]1[CH:11]=[CH:10][C:7]([CH:8]=[O:9])=[CH:6][CH:5]=1)([CH3:3])[CH3:2].[NH2:12][C:13]1[CH:18]=[CH:17][C:16]([CH3:19])=[CH:15][N:14]=1.C([O:22][C:23](=O)[C:24]([OH:37])=[CH:25][C:26]([C:28]1[CH:33]=[CH:32][C:31]([CH:34]([CH3:36])[CH3:35])=[CH:30][CH:29]=1)=O)C. (5) The reactants are: C([SiH](CC)CC)C.FC(F)(F)C(O)=O.[CH2:15]([CH:22]1[C:30]2[C:25](=[CH:26][CH:27]=[CH:28][CH:29]=2)[C:24]([C:32]2[N:33]=[CH:34][N:35](C(C3C=CC=CC=3)(C3C=CC=CC=3)C3C=CC=CC=3)[CH:36]=2)(O)[CH2:23]1)[C:16]1[CH:21]=[CH:20][CH:19]=[CH:18][CH:17]=1. Given the product [CH2:15]([CH:22]1[C:30]2[C:25](=[CH:26][CH:27]=[CH:28][CH:29]=2)[C:24]([C:32]2[N:33]=[CH:34][NH:35][CH:36]=2)=[CH:23]1)[C:16]1[CH:17]=[CH:18][CH:19]=[CH:20][CH:21]=1, predict the reactants needed to synthesize it. (6) Given the product [C:7]([C:11]1[CH:47]=[CH:46][C:14]([CH2:15][O:16][C:17]2[CH:22]=[CH:21][CH:20]=[CH:19][C:18]=2/[CH:23]=[CH:24]/[CH:25]([CH2:37][C:38]2[CH:43]=[CH:42][C:41]([C:44]#[N:45])=[CH:40][CH:39]=2)[CH2:26][CH2:27][C:28]2[CH:29]=[CH:30][C:31]([C:32]([NH:48][NH:49][C:50](=[S:51])[NH2:52])=[O:33])=[CH:35][CH:36]=2)=[CH:13][CH:12]=1)([CH3:8])([CH3:10])[CH3:9], predict the reactants needed to synthesize it. The reactants are: C(Cl)(=O)C(Cl)=O.[C:7]([C:11]1[CH:47]=[CH:46][C:14]([CH2:15][O:16][C:17]2[CH:22]=[CH:21][CH:20]=[CH:19][C:18]=2/[CH:23]=[CH:24]/[CH:25]([CH2:37][C:38]2[CH:43]=[CH:42][C:41]([C:44]#[N:45])=[CH:40][CH:39]=2)[CH2:26][CH2:27][C:28]2[CH:36]=[CH:35][C:31]([C:32](O)=[O:33])=[CH:30][CH:29]=2)=[CH:13][CH:12]=1)([CH3:10])([CH3:9])[CH3:8].[NH2:48][NH:49][C:50]([NH2:52])=[S:51]. (7) Given the product [N:33]1([CH:39]2[CH2:44][CH2:43][N:42]([C:45]3[CH:50]=[CH:49][C:48]([NH:51][C:2]4[N:7]=[C:6]([C:8]5[S:12][C:11]([CH2:13][CH3:14])=[N:10][C:9]=5[C:15]5[CH:16]=[C:17]([NH:21][C:22](=[O:31])[C:23]6[C:28]([F:29])=[CH:27][CH:26]=[CH:25][C:24]=6[F:30])[CH:18]=[CH:19][CH:20]=5)[CH:5]=[CH:4][N:3]=4)=[CH:47][C:46]=3[F:52])[CH2:41][CH2:40]2)[CH2:38][CH2:37][CH2:36][CH2:35][CH2:34]1, predict the reactants needed to synthesize it. The reactants are: Cl[C:2]1[N:7]=[C:6]([C:8]2[S:12][C:11]([CH2:13][CH3:14])=[N:10][C:9]=2[C:15]2[CH:16]=[C:17]([NH:21][C:22](=[O:31])[C:23]3[C:28]([F:29])=[CH:27][CH:26]=[CH:25][C:24]=3[F:30])[CH:18]=[CH:19][CH:20]=2)[CH:5]=[CH:4][N:3]=1.Cl.[N:33]1([CH:39]2[CH2:44][CH2:43][N:42]([C:45]3[CH:50]=[CH:49][C:48]([NH2:51])=[CH:47][C:46]=3[F:52])[CH2:41][CH2:40]2)[CH2:38][CH2:37][CH2:36][CH2:35][CH2:34]1.CC(O)C.Cl. (8) Given the product [F:34][C:35]([F:45])([F:44])[C:49]([OH:50])=[O:25].[F:34][C:35]([F:45])([F:44])[C:49]([OH:50])=[O:25].[Cl:11][C:10]1[C:9]([Cl:12])=[CH:8][C:7]([CH:13]([NH:15][C:16]2[N:24]=[CH:23][N:22]=[C:21]3[C:17]=2[N:18]=[CH:19][NH:20]3)[CH3:14])=[C:6]([O:25][CH3:26])[C:5]=1[CH:3]1[CH2:2][N:1]([CH2:40][CH:41]([F:43])[F:42])[CH2:4]1, predict the reactants needed to synthesize it. The reactants are: [NH:1]1[CH2:4][CH:3]([C:5]2[C:6]([O:25][CH3:26])=[C:7]([CH:13]([NH:15][C:16]3[N:24]=[CH:23][N:22]=[C:21]4[C:17]=3[N:18]=[CH:19][NH:20]4)[CH3:14])[CH:8]=[C:9]([Cl:12])[C:10]=2[Cl:11])[CH2:2]1.C(N(CC)CC)C.[F:34][C:35]([F:45])([F:44])S(O[CH2:40][CH:41]([F:43])[F:42])(=O)=O.CN([CH:49]=[O:50])C. (9) The reactants are: [ClH:1].[Cl:2][C:3]1[CH:4]=[N:5][CH:6]=[N:7][CH:8]=1. Given the product [ClH:2].[Cl:1][C:4]1[C:3]([Cl:2])=[CH:8][N:7]=[CH:6][N:5]=1, predict the reactants needed to synthesize it.